Regression. Given two drug SMILES strings and cell line genomic features, predict the synergy score measuring deviation from expected non-interaction effect. From a dataset of NCI-60 drug combinations with 297,098 pairs across 59 cell lines. (1) Cell line: KM12. Drug 1: CCCS(=O)(=O)NC1=C(C(=C(C=C1)F)C(=O)C2=CNC3=C2C=C(C=N3)C4=CC=C(C=C4)Cl)F. Drug 2: C(CC(=O)O)C(=O)CN.Cl. Synergy scores: CSS=1.30, Synergy_ZIP=-0.824, Synergy_Bliss=-5.29, Synergy_Loewe=-8.04, Synergy_HSA=-8.44. (2) Drug 1: C1=NC2=C(N1)C(=S)N=C(N2)N. Drug 2: C1C(C(OC1N2C=NC3=C(N=C(N=C32)Cl)N)CO)O. Cell line: COLO 205. Synergy scores: CSS=22.5, Synergy_ZIP=-9.69, Synergy_Bliss=-5.68, Synergy_Loewe=-13.0, Synergy_HSA=-5.21. (3) Drug 2: C1C(C(OC1N2C=NC(=NC2=O)N)CO)O. Synergy scores: CSS=10.9, Synergy_ZIP=-3.52, Synergy_Bliss=-0.889, Synergy_Loewe=-12.3, Synergy_HSA=-2.31. Cell line: NCI-H322M. Drug 1: C1=C(C(=O)NC(=O)N1)N(CCCl)CCCl. (4) Drug 1: C1CCN(CC1)CCOC2=CC=C(C=C2)C(=O)C3=C(SC4=C3C=CC(=C4)O)C5=CC=C(C=C5)O. Drug 2: C1=CC(=C2C(=C1NCCNCCO)C(=O)C3=C(C=CC(=C3C2=O)O)O)NCCNCCO. Cell line: A549. Synergy scores: CSS=41.6, Synergy_ZIP=-0.0692, Synergy_Bliss=-3.26, Synergy_Loewe=-26.6, Synergy_HSA=-2.84. (5) Drug 1: CC1=CC2C(CCC3(C2CCC3(C(=O)C)OC(=O)C)C)C4(C1=CC(=O)CC4)C. Drug 2: C1CC(=O)NC(=O)C1N2C(=O)C3=CC=CC=C3C2=O. Cell line: RPMI-8226. Synergy scores: CSS=3.44, Synergy_ZIP=-1.41, Synergy_Bliss=-1.49, Synergy_Loewe=-2.78, Synergy_HSA=-1.91. (6) Drug 1: CCC(=C(C1=CC=CC=C1)C2=CC=C(C=C2)OCCN(C)C)C3=CC=CC=C3.C(C(=O)O)C(CC(=O)O)(C(=O)O)O. Drug 2: COC1=C2C(=CC3=C1OC=C3)C=CC(=O)O2. Cell line: OVCAR-5. Synergy scores: CSS=8.71, Synergy_ZIP=1.26, Synergy_Bliss=3.50, Synergy_Loewe=2.87, Synergy_HSA=3.57. (7) Cell line: HOP-92. Drug 1: CC1C(C(=O)NC(C(=O)N2CCCC2C(=O)N(CC(=O)N(C(C(=O)O1)C(C)C)C)C)C(C)C)NC(=O)C3=C4C(=C(C=C3)C)OC5=C(C(=O)C(=C(C5=N4)C(=O)NC6C(OC(=O)C(N(C(=O)CN(C(=O)C7CCCN7C(=O)C(NC6=O)C(C)C)C)C)C(C)C)C)N)C. Drug 2: C1CNP(=O)(OC1)N(CCCl)CCCl. Synergy scores: CSS=-2.48, Synergy_ZIP=-0.656, Synergy_Bliss=-0.199, Synergy_Loewe=-9.20, Synergy_HSA=-4.26. (8) Drug 1: C1C(C(OC1N2C=C(C(=O)NC2=O)F)CO)O. Drug 2: CCC1(C2=C(COC1=O)C(=O)N3CC4=CC5=C(C=CC(=C5CN(C)C)O)N=C4C3=C2)O.Cl. Cell line: OVCAR-5. Synergy scores: CSS=44.9, Synergy_ZIP=-14.0, Synergy_Bliss=-8.40, Synergy_Loewe=-3.46, Synergy_HSA=-2.37.